Dataset: Forward reaction prediction with 1.9M reactions from USPTO patents (1976-2016). Task: Predict the product of the given reaction. (1) Given the reactants Cl[C:2]1[N:7]=[C:6]([C:8]2[C:9]([C:17]3[CH:18]=[C:19]([NH:23][C:24](=[O:33])[C:25]4[C:30](F)=[CH:29][CH:28]=[CH:27][C:26]=4F)[CH:20]=[CH:21][CH:22]=3)=[N:10][N:11]3[CH:16]=[CH:15][CH:14]=[CH:13][C:12]=23)[CH:5]=[CH:4][N:3]=1.[NH2:34][C:35]1[CH:40]=[CH:39][CH:38]=[CH:37][CH:36]=1, predict the reaction product. The product is: [CH2:2]1[C:39]2[C:38](=[CH:37][CH:36]=[C:35]([NH:34][C:2]3[N:7]=[C:6]([C:8]4[C:9]([C:17]5[CH:18]=[C:19]([NH:23][C:24](=[O:33])[C:25]6[CH:30]=[CH:29][CH:28]=[CH:27][CH:26]=6)[CH:20]=[CH:21][CH:22]=5)=[N:10][N:11]5[CH:16]=[CH:15][CH:14]=[CH:13][C:12]=45)[CH:5]=[CH:4][N:3]=3)[CH:40]=2)[CH2:5][CH2:4][NH:3]1. (2) Given the reactants [F:1][C:2]([F:23])([F:22])[C:3]1[CH:8]=[CH:7][C:6]([C:9]2[N:18]=[C:17]([C:19]([OH:21])=O)[C:16]3[C:11](=[CH:12][CH:13]=[CH:14][CH:15]=3)[N:10]=2)=[CH:5][CH:4]=1.Cl.[CH3:25][O:26][C:27]1[C:36]([O:37][CH3:38])=[CH:35][CH:34]=[C:33]2[C:28]=1[CH2:29][CH2:30][NH:31][CH2:32]2, predict the reaction product. The product is: [F:23][C:2]([F:1])([F:22])[C:3]1[CH:4]=[CH:5][C:6]([C:9]2[N:18]=[C:17]([C:19]([N:31]3[CH2:30][CH2:29][C:28]4[C:33](=[CH:34][CH:35]=[C:36]([O:37][CH3:38])[C:27]=4[O:26][CH3:25])[CH2:32]3)=[O:21])[C:16]3[C:11](=[CH:12][CH:13]=[CH:14][CH:15]=3)[N:10]=2)=[CH:7][CH:8]=1. (3) Given the reactants [CH3:1][N:2]([CH3:23])[CH:3]1[CH2:7][CH2:6][N:5]([C:8]2[CH:13]=[CH:12][C:11]([NH:14][C:15]([C:17]3[N:18]=[C:19](Br)[S:20][CH:21]=3)=[O:16])=[CH:10][CH:9]=2)[CH2:4]1.[C:24]1([C:30]#[CH:31])[CH:29]=[CH:28][CH:27]=[CH:26][CH:25]=1.C(N(CC)CC)C.C1(P(C2C=CC=CC=2)C2C=CC=CC=2)C=CC=CC=1, predict the reaction product. The product is: [CH3:1][N:2]([CH3:23])[CH:3]1[CH2:7][CH2:6][N:5]([C:8]2[CH:13]=[CH:12][C:11]([NH:14][C:15]([C:17]3[N:18]=[C:19]([C:31]#[C:30][C:24]4[CH:29]=[CH:28][CH:27]=[CH:26][CH:25]=4)[S:20][CH:21]=3)=[O:16])=[CH:10][CH:9]=2)[CH2:4]1. (4) Given the reactants [CH3:1][CH:2]([CH3:7])[CH:3]([NH2:6])[C:4]#[CH:5].[Cl:8][CH2:9][CH2:10][N:11]=[C:12]=[O:13].C(N(CC)CC)C, predict the reaction product. The product is: [Cl:8][CH2:9][CH2:10][NH:11][C:12]([NH:6][CH:3]([CH:2]([CH3:7])[CH3:1])[C:4]#[CH:5])=[O:13]. (5) Given the reactants Cl[CH2:2][CH2:3][CH2:4][O:5][C:6]1[C:14]2[C:9](=[N:10][CH:11]=[N:12][C:13]=2[NH:15][C:16]2[CH:21]=[CH:20][C:19]([O:22][CH2:23][C:24]3[CH:29]=[CH:28][CH:27]=[CH:26][N:25]=3)=[C:18]([Cl:30])[CH:17]=2)[NH:8][N:7]=1.[CH3:31][N:32]1[CH2:37][CH2:36][NH:35][CH2:34][CH2:33]1, predict the reaction product. The product is: [Cl:30][C:18]1[CH:17]=[C:16]([NH:15][C:13]2[N:12]=[CH:11][N:10]=[C:9]3[NH:8][N:7]=[C:6]([O:5][CH2:4][CH2:3][CH2:2][N:35]4[CH2:36][CH2:37][N:32]([CH3:31])[CH2:33][CH2:34]4)[C:14]=23)[CH:21]=[CH:20][C:19]=1[O:22][CH2:23][C:24]1[CH:29]=[CH:28][CH:27]=[CH:26][N:25]=1. (6) The product is: [CH3:24][N:23]([CH3:25])[C:21]([C:17]1[CH:16]=[C:15]([O:9][C:8]2[CH:6]=[CH:7][C:2]([NH2:12])=[CH:3][CH:4]=2)[CH:20]=[CH:19][N:18]=1)=[O:22]. Given the reactants Cl[C:2]1[CH:7]=[CH:6]N=[C:4]([C:8](Cl)=[O:9])[CH:3]=1.C[NH:12]C.Cl[C:15]1[CH:20]=[CH:19][N:18]=[C:17]([C:21]([N:23]([CH3:25])[CH3:24])=[O:22])[CH:16]=1, predict the reaction product. (7) Given the reactants Cl.[Cl:2][C:3]1[CH:8]=[CH:7][C:6]([CH:9]([CH2:13][C:14]2[CH:19]=[CH:18][C:17]([Cl:20])=[CH:16][CH:15]=2)[CH:10]([NH2:12])[CH3:11])=[CH:5][CH:4]=1.[Cl:21][C:22]1[CH:27]=[CH:26][C:25]([O:28][C:29]2([C:35](O)=[O:36])[CH2:34][CH2:33][CH2:32][CH2:31][CH2:30]2)=[CH:24][CH:23]=1.C(N(CC)C(C)C)(C)C, predict the reaction product. The product is: [Cl:2][C:3]1[CH:8]=[CH:7][C:6]([CH:9]([CH2:13][C:14]2[CH:15]=[CH:16][C:17]([Cl:20])=[CH:18][CH:19]=2)[CH:10]([NH:12][C:35]([C:29]2([O:28][C:25]3[CH:24]=[CH:23][C:22]([Cl:21])=[CH:27][CH:26]=3)[CH2:34][CH2:33][CH2:32][CH2:31][CH2:30]2)=[O:36])[CH3:11])=[CH:5][CH:4]=1.